This data is from Forward reaction prediction with 1.9M reactions from USPTO patents (1976-2016). The task is: Predict the product of the given reaction. Given the reactants [Cl:1][C:2]1[CH:7]=[C:6]([C:8]#[C:9][C:10]2[CH:15]=[CH:14][CH:13]=[CH:12][CH:11]=2)[N:5]=[C:4]([NH2:16])[CH:3]=1.C1C(=O)N([Br:24])C(=O)C1, predict the reaction product. The product is: [Br:24][C:7]1[C:2]([Cl:1])=[CH:3][C:4]([NH2:16])=[N:5][C:6]=1[C:8]#[C:9][C:10]1[CH:11]=[CH:12][CH:13]=[CH:14][CH:15]=1.